Dataset: Reaction yield outcomes from USPTO patents with 853,638 reactions. Task: Predict the reaction yield, written as a fraction of the theoretical maximum amount of product (1.0 means a 100% yield; for example, 0.34 means a 34% yield). The reactants are [NH2:1][C:2]1[C:3]2[N:4]([C:8]([C@@H:28]3[CH2:32][CH2:31][CH2:30][NH:29]3)=[N:9][C:10]=2[C:11]2[CH:27]=[CH:26][C:14]([C:15]([NH:17][C:18]3[CH:23]=[C:22]([CH2:24][CH3:25])[CH:21]=[CH:20][N:19]=3)=[O:16])=[CH:13][CH:12]=2)[CH:5]=[CH:6][N:7]=1.[CH3:33][O:34][CH2:35]/[CH:36]=[CH:37]/[C:38](O)=[O:39]. No catalyst specified. The product is [NH2:1][C:2]1[C:3]2[N:4]([C:8]([C@@H:28]3[CH2:32][CH2:31][CH2:30][N:29]3[C:38](=[O:39])/[CH:37]=[CH:36]/[CH2:35][O:34][CH3:33])=[N:9][C:10]=2[C:11]2[CH:27]=[CH:26][C:14]([C:15]([NH:17][C:18]3[CH:23]=[C:22]([CH2:24][CH3:25])[CH:21]=[CH:20][N:19]=3)=[O:16])=[CH:13][CH:12]=2)[CH:5]=[CH:6][N:7]=1. The yield is 0.288.